This data is from Forward reaction prediction with 1.9M reactions from USPTO patents (1976-2016). The task is: Predict the product of the given reaction. (1) Given the reactants [CH3:1][O:2][C:3](=[O:12])[CH2:4][C:5]1[CH:10]=[CH:9][C:8]([NH2:11])=[CH:7][CH:6]=1.[N+:13]([O-:16])(O)=[O:14].[C:17](OC(=O)C)(=[O:19])[CH3:18], predict the reaction product. The product is: [CH3:1][O:2][C:3](=[O:12])[CH2:4][C:5]1[CH:10]=[CH:9][C:8]([NH:11][C:17](=[O:19])[CH3:18])=[C:7]([N+:13]([O-:16])=[O:14])[CH:6]=1. (2) Given the reactants [CH3:1][O:2][C:3]1[CH:4]=[C:5]([CH:7]=[C:8]([O:12][CH3:13])[C:9]=1[O:10][CH3:11])N.N([O-])=O.[Na+].[S:18](=[O:20])=[O:19].O.[ClH:22], predict the reaction product. The product is: [CH3:1][O:2][C:3]1[CH:4]=[C:5]([S:18]([Cl:22])(=[O:20])=[O:19])[CH:7]=[C:8]([O:12][CH3:13])[C:9]=1[O:10][CH3:11]. (3) Given the reactants [CH3:1][C:2]([C:4]1[CH:9]=[C:8]([OH:10])[CH:7]=[CH:6][C:5]=1[OH:11])=[O:3].[C:12]([O:16][C:17]([N:19]1[CH2:24][CH2:23][C:22](=O)[CH2:21][CH2:20]1)=[O:18])([CH3:15])([CH3:14])[CH3:13].N1CCCC1, predict the reaction product. The product is: [C:12]([O:16][C:17]([N:19]1[CH2:24][CH2:23][C:22]2([CH2:1][C:2](=[O:3])[C:4]3[CH:9]=[C:8]([OH:10])[CH:7]=[CH:6][C:5]=3[O:11]2)[CH2:21][CH2:20]1)=[O:18])([CH3:15])([CH3:13])[CH3:14].